This data is from Full USPTO retrosynthesis dataset with 1.9M reactions from patents (1976-2016). The task is: Predict the reactants needed to synthesize the given product. (1) Given the product [NH2:1][C:2]1[N:7]=[C:6]([N:8]2[CH2:17][CH2:16][C:15]3[C:10](=[CH:11][C:12]([N:18]4[CH2:23][CH2:22][CH:21]([C:24]5[CH:25]=[CH:26][C:27]([C:28]([NH:41][CH3:40])=[O:30])=[CH:31][CH:32]=5)[CH2:20][CH2:19]4)=[CH:13][CH:14]=3)[CH2:9]2)[CH:5]=[C:4]([N:33]2[CH2:38][CH2:37][N:36]([CH3:39])[CH2:35][CH2:34]2)[N:3]=1, predict the reactants needed to synthesize it. The reactants are: [NH2:1][C:2]1[N:7]=[C:6]([N:8]2[CH2:17][CH2:16][C:15]3[C:10](=[CH:11][C:12]([N:18]4[CH2:23][CH2:22][CH:21]([C:24]5[CH:32]=[CH:31][C:27]([C:28]([OH:30])=O)=[CH:26][CH:25]=5)[CH2:20][CH2:19]4)=[CH:13][CH:14]=3)[CH2:9]2)[CH:5]=[C:4]([N:33]2[CH2:38][CH2:37][N:36]([CH3:39])[CH2:35][CH2:34]2)[N:3]=1.[CH3:40][NH2:41]. (2) Given the product [Cl:21][C:19]1[S:20][C:39]2[NH:35][C:36]([C:37](=[O:32])[NH:58][CH:50]([C:46]3[CH:45]=[N:44][CH:49]=[CH:48][CH:47]=3)[CH2:51][C:52]3[CH:53]=[CH:54][CH:55]=[CH:56][CH:57]=3)=[CH:38][C:41]=2[CH:18]=1, predict the reactants needed to synthesize it. The reactants are: C(CNC(C1NC2[C:18](Cl)=[C:19]([Cl:21])[S:20]C=2C=1)=O)(=O)C1C=CC=CC=1.C1C=CC2N([OH:32])N=NC=2C=1.CC[N:35]([CH:39]([CH3:41])C)[CH:36]([CH3:38])[CH3:37].Cl.Cl.[N:44]1[CH:49]=[CH:48][CH:47]=[C:46]([CH:50]([NH2:58])[CH2:51][C:52]2[CH:57]=[CH:56][CH:55]=[CH:54][CH:53]=2)[CH:45]=1.CCN=C=NCCCN(C)C.Cl. (3) Given the product [C:1]([O:5][C:6]([N:8]1[CH2:13][CH2:12][CH:11]([CH2:14][CH2:15][CH2:16][OH:17])[CH2:10][CH2:9]1)=[O:7])([CH3:4])([CH3:3])[CH3:2], predict the reactants needed to synthesize it. The reactants are: [C:1]([O:5][C:6]([N:8]1[CH2:13][CH2:12][CH:11]([CH2:14][CH2:15][C:16](O)=[O:17])[CH2:10][CH2:9]1)=[O:7])([CH3:4])([CH3:3])[CH3:2].B.O. (4) The reactants are: [CH3:1][C:2]1([CH3:15])[C:10]2[C:5](=[CH:6][C:7]([N+:11]([O-:13])=[O:12])=[CH:8][CH:9]=2)[NH:4][C:3]1=[O:14].[H-].[Na+].Br[CH2:19][CH3:20]. Given the product [CH2:19]([N:4]1[C:5]2[C:10](=[CH:9][CH:8]=[C:7]([N+:11]([O-:13])=[O:12])[CH:6]=2)[C:2]([CH3:15])([CH3:1])[C:3]1=[O:14])[CH3:20], predict the reactants needed to synthesize it.